From a dataset of Full USPTO retrosynthesis dataset with 1.9M reactions from patents (1976-2016). Predict the reactants needed to synthesize the given product. (1) Given the product [C:7]1([C:5]2[N:6]=[C:2]([CH2:1][C:38]([CH3:39])=[O:40])[S:3][C:4]=2[C:13]2[N:17]=[CH:16][N:15]([CH:18]3[CH2:23][CH2:22][CH2:21][CH2:20][O:19]3)[N:14]=2)[CH:8]=[CH:9][CH:10]=[CH:11][CH:12]=1, predict the reactants needed to synthesize it. The reactants are: [CH3:1][C:2]1[S:3][C:4]([C:13]2[N:17]=[CH:16][N:15]([CH:18]3[CH2:23][CH2:22][CH2:21][CH2:20][O:19]3)[N:14]=2)=[C:5]([C:7]2[CH:12]=[CH:11][CH:10]=[CH:9][CH:8]=2)[N:6]=1.C([Li])CCC.CCCCCC.CON(C)[C:38](=[O:40])[CH3:39]. (2) Given the product [C:3]([O:5][CH2:19][CH:14]=[CH2:15])(=[O:4])[CH2:2][NH:1][CH2:6][C:7]([O:9][CH2:10][CH:11]=[CH2:12])=[O:8], predict the reactants needed to synthesize it. The reactants are: [NH:1]([CH2:6][C:7]([OH:9])=[O:8])[CH2:2][C:3]([OH:5])=[O:4].[CH2:10](O)[CH:11]=[CH2:12].[C:14]1(C)[CH:19]=CC(S(O)(=O)=O)=C[CH:15]=1. (3) Given the product [C:40]([O:44][C:45](=[O:64])[N:46]([CH2:32][CH2:33][S:34]([CH3:37])(=[O:36])=[O:35])[C:47]1[CH:48]=[N:49][CH:50]=[CH:51][C:52]=1[C:53]1[CH:58]=[CH:57][CH:56]=[CH:55][C:54]=1[O:59][C:60]([F:61])([F:62])[F:63])([CH3:43])([CH3:41])[CH3:42], predict the reactants needed to synthesize it. The reactants are: FC1C(F)=CC(C2C=CN=CC=2N([CH2:32][CH2:33][S:34]([CH3:37])(=[O:36])=[O:35])C(=O)C2C=C(C(F)(F)F)N=C(C(F)(F)F)C=2)=C(OC)C=1.[C:40]([O:44][C:45](=[O:64])[NH:46][C:47]1[CH:48]=[N:49][CH:50]=[CH:51][C:52]=1[C:53]1[CH:58]=[CH:57][CH:56]=[CH:55][C:54]=1[O:59][C:60]([F:63])([F:62])[F:61])([CH3:43])([CH3:42])[CH3:41].ClCCS(C)(=O)=O. (4) The reactants are: [CH3:1][CH:2]([O:4][C:5]1[CH:13]=[CH:12][C:8]([C:9](O)=O)=[CH:7][C:6]=1[C:14]([F:17])([F:16])[F:15])[CH3:3].[NH:18]([C:20](=[S:22])[NH2:21])[NH2:19]. Given the product [CH3:1][CH:2]([O:4][C:5]1[CH:13]=[CH:12][C:8]([C:9]2[S:22][C:20]([NH2:21])=[N:18][N:19]=2)=[CH:7][C:6]=1[C:14]([F:17])([F:16])[F:15])[CH3:3], predict the reactants needed to synthesize it. (5) Given the product [Cl:1][C:2]1[C:3]2[N:4]([C:8]([C:25]3([OH:29])[CH2:26][CH2:27][CH2:28][N:23]([C:21]([O:20][C:16]([CH3:18])([CH3:17])[CH3:19])=[O:22])[CH2:24]3)=[N:9][CH:10]=2)[CH:5]=[CH:6][N:7]=1, predict the reactants needed to synthesize it. The reactants are: [Cl:1][C:2]1[C:3]2[N:4]([CH:8]=[N:9][CH:10]=2)[CH:5]=[CH:6][N:7]=1.[Li]CCCC.[C:16]([O:20][C:21]([N:23]1[CH2:28][CH2:27][CH2:26][C:25](=[O:29])[CH2:24]1)=[O:22])([CH3:19])([CH3:18])[CH3:17]. (6) Given the product [NH2:9][C:10]1[CH:17]=[C:16]([F:18])[C:15]([Cl:19])=[CH:14][C:11]=1[C:12]([C:1]1[CH:6]=[CH:5][CH:4]=[CH:3][CH:2]=1)=[O:22], predict the reactants needed to synthesize it. The reactants are: [C:1]1([Mg]Br)[CH:6]=[CH:5][CH:4]=[CH:3][CH:2]=1.[NH2:9][C:10]1[CH:17]=[C:16]([F:18])[C:15]([Cl:19])=[CH:14][C:11]=1[C:12]#N.C([O:22]CC)C. (7) Given the product [CH2:14]([O:13][CH:4]([O:3][CH2:1][CH3:2])[C:5]1[NH:19][C:17]([S:18][CH2:23][C:24]2[CH:29]=[CH:28][CH:27]=[CH:26][CH:25]=2)=[N:16][C:7](=[O:9])[CH:6]=1)[CH3:15], predict the reactants needed to synthesize it. The reactants are: [CH2:1]([O:3][CH:4]([O:13][CH2:14][CH3:15])[C:5](=O)[CH2:6][C:7]([O:9]CC)=O)[CH3:2].[NH2:16][C:17]([NH2:19])=[S:18].C[O-].[Na+].[CH2:23](Br)[C:24]1[CH:29]=[CH:28][CH:27]=[CH:26][CH:25]=1.